Regression. Given a peptide amino acid sequence and an MHC pseudo amino acid sequence, predict their binding affinity value. This is MHC class I binding data. From a dataset of Peptide-MHC class I binding affinity with 185,985 pairs from IEDB/IMGT. (1) The peptide sequence is YVADALAAF. The MHC is Mamu-A2601 with pseudo-sequence Mamu-A2601. The binding affinity (normalized) is 0.349. (2) The peptide sequence is TTIEDILPK. The MHC is HLA-B35:01 with pseudo-sequence HLA-B35:01. The binding affinity (normalized) is 0.0847. (3) The binding affinity (normalized) is 0. The MHC is HLA-A30:01 with pseudo-sequence HLA-A30:01. The peptide sequence is IPRRNVATL. (4) The peptide sequence is FTQKSLFPI. The MHC is H-2-Kb with pseudo-sequence H-2-Kb. The binding affinity (normalized) is 0.276.